Task: Predict the reaction yield, written as a fraction of the theoretical maximum amount of product (1.0 means a 100% yield; for example, 0.34 means a 34% yield).. Dataset: Reaction yield outcomes from USPTO patents with 853,638 reactions (1) The reactants are O[C:2]1[CH:9]=[CH:8][C:5]([CH:6]=[O:7])=[CH:4][C:3]=1[O:10][CH2:11][CH3:12].N1C=CC=CC=1.[S:19](O[S:19]([C:22]([F:25])([F:24])[F:23])(=[O:21])=[O:20])([C:22]([F:25])([F:24])[F:23])(=[O:21])=[O:20]. The catalyst is ClCCl. The product is [CH2:11]([O:10][C:3]1[CH:4]=[C:5]([CH:8]=[CH:9][C:2]=1[S:19]([C:22]([F:25])([F:24])[F:23])(=[O:21])=[O:20])[CH:6]=[O:7])[CH3:12]. The yield is 0.580. (2) The reactants are C1(C)C=CC=CC=1.[CH2:8]=[CH:9][C:10]1[CH:15]=[CH:14][CH:13]=[CH:12][CH:11]=1.[B]1OC2C(=CC=CC=2)[O:17]1. The catalyst is ClCCl.[Rh]. The product is [C:10]1([C@@H:9]([OH:17])[CH3:8])[CH:15]=[CH:14][CH:13]=[CH:12][CH:11]=1. The yield is 0.730. (3) The yield is 0.930. No catalyst specified. The product is [Br:1][C:2]1[CH:3]=[CH:4][C:5]([CH2:6][CH:7]2[CH2:8][CH2:9][NH:10][CH2:11][CH2:12]2)=[CH:20][CH:21]=1. The reactants are [Br:1][C:2]1[CH:21]=[CH:20][C:5]([CH2:6][CH:7]2[CH2:12][CH2:11][N:10](C(OC(C)(C)C)=O)[CH2:9][CH2:8]2)=[CH:4][CH:3]=1.C(Cl)Cl.C(O)(C(F)(F)F)=O.